From a dataset of HIV replication inhibition screening data with 41,000+ compounds from the AIDS Antiviral Screen. Binary Classification. Given a drug SMILES string, predict its activity (active/inactive) in a high-throughput screening assay against a specified biological target. (1) The molecule is CC1C2CC(CC2O)C1(C)C. The result is 0 (inactive). (2) The molecule is C#CCNC(=O)NC(CCCNC(=O)OCc1ccccc1)C(=O)OCc1ccccc1. The result is 0 (inactive).